Dataset: NCI-60 drug combinations with 297,098 pairs across 59 cell lines. Task: Regression. Given two drug SMILES strings and cell line genomic features, predict the synergy score measuring deviation from expected non-interaction effect. (1) Drug 1: CN1CCC(CC1)COC2=C(C=C3C(=C2)N=CN=C3NC4=C(C=C(C=C4)Br)F)OC. Drug 2: CCC1(CC2CC(C3=C(CCN(C2)C1)C4=CC=CC=C4N3)(C5=C(C=C6C(=C5)C78CCN9C7C(C=CC9)(C(C(C8N6C)(C(=O)OC)O)OC(=O)C)CC)OC)C(=O)OC)O.OS(=O)(=O)O. Cell line: 786-0. Synergy scores: CSS=32.1, Synergy_ZIP=6.77, Synergy_Bliss=8.17, Synergy_Loewe=-7.07, Synergy_HSA=8.63. (2) Drug 1: CC1C(C(CC(O1)OC2CC(CC3=C2C(=C4C(=C3O)C(=O)C5=C(C4=O)C(=CC=C5)OC)O)(C(=O)C)O)N)O.Cl. Drug 2: CC1=CC2C(CCC3(C2CCC3(C(=O)C)OC(=O)C)C)C4(C1=CC(=O)CC4)C. Cell line: MCF7. Synergy scores: CSS=17.7, Synergy_ZIP=-1.21, Synergy_Bliss=3.03, Synergy_Loewe=-40.1, Synergy_HSA=-6.27.